From a dataset of Full USPTO retrosynthesis dataset with 1.9M reactions from patents (1976-2016). Predict the reactants needed to synthesize the given product. (1) Given the product [CH3:13][C:12]([CH3:15])([CH3:14])[C:11]([C:10]1[C:4]2[NH:3][C:2](=[O:25])[CH:7]=[N:6][C:5]=2[N:8]([CH2:17][O:18][CH2:19][CH2:20][Si:21]([CH3:24])([CH3:23])[CH3:22])[CH:9]=1)=[O:16], predict the reactants needed to synthesize it. The reactants are: Br[C:2]1[N:3]=[C:4]2[C:10]([C:11](=[O:16])[C:12]([CH3:15])([CH3:14])[CH3:13])=[CH:9][N:8]([CH2:17][O:18][CH2:19][CH2:20][Si:21]([CH3:24])([CH3:23])[CH3:22])[C:5]2=[N:6][CH:7]=1.[O:25]1CCOCC1.C(P(C(C)(C)C)C1C=CC=CC=1C1C(C(C)C)=CC(C(C)C)=CC=1C(C)C)(C)(C)C.[OH-].[K+]. (2) Given the product [Br:10][CH:5]([C:6](=[O:8])[CH3:7])[C:4]([O:3][CH2:1][CH3:2])=[O:9], predict the reactants needed to synthesize it. The reactants are: [CH2:1]([O:3][C:4](=[O:9])[CH2:5][C:6](=[O:8])[CH3:7])[CH3:2].[Br:10]N1C(=O)CCC1=O.